Predict which catalyst facilitates the given reaction. From a dataset of Catalyst prediction with 721,799 reactions and 888 catalyst types from USPTO. (1) Reactant: [S:1]([OH:5])(=[O:4])(=[O:3])[CH3:2].[NH2:6][C:7]1[C:8]2[C:15]([C:16]([C:18]3[CH:19]=[CH:20][C:21]([O:36][CH3:37])=[C:22]([NH:24][C:25]([NH:27][C:28]4[CH:33]=[CH:32][C:31]([Cl:34])=[CH:30][C:29]=4[Cl:35])=[O:26])[CH:23]=3)=[O:17])=[CH:14][N:13]([CH:38]([CH3:40])[CH3:39])[C:9]=2[N:10]=[CH:11][N:12]=1. Product: [NH2:6][C:7]1[C:8]2[C:15]([C:16]([C:18]3[CH:19]=[CH:20][C:21]([O:36][CH3:37])=[C:22]([NH:24][C:25]([NH:27][C:28]4[CH:33]=[CH:32][C:31]([Cl:34])=[CH:30][C:29]=4[Cl:35])=[O:26])[CH:23]=3)=[O:17])=[CH:14][N:13]([CH:38]([CH3:40])[CH3:39])[C:9]=2[N:10]=[CH:11][N:12]=1.[S:1]([O-:5])(=[O:4])(=[O:3])[CH3:2]. The catalyst class is: 7. (2) Reactant: [CH3:1][N:2]1[C@@H:14]2[C:15]3[CH:16]=[C:17]4[O:26][CH2:25][O:24][C:18]4=[CH:19][C:20]=3[CH2:21][C@H:22]([OH:23])[C@@H:13]2[C:5]2[CH:6]=[CH:7][C:8]3[O:12][CH2:11][O:10][C:9]=3[C:4]=2[CH2:3]1.[C:27](OC(=O)C)(=[O:29])[CH3:28]. Product: [CH3:28][C:27]([O:23][C@@H:22]1[C@@H:13]2[C:5]3[CH:6]=[CH:7][C:8]4[O:12][CH2:11][O:10][C:9]=4[C:4]=3[CH2:3][N:2]([CH3:1])[C@@H:14]2[C:15]2[C:20](=[CH:19][C:18]3[O:24][CH2:25][O:26][C:17]=3[CH:16]=2)[CH2:21]1)=[O:29]. The catalyst class is: 17. (3) Reactant: [OH:1]OS([O-])=O.[K+].[N:7]1([C:13]2[CH:18]=[C:17]([CH2:19][S:20][C:21]3[CH:26]=[CH:25][CH:24]=[CH:23][CH:22]=3)[N:16]=[C:15]([C:27]3[CH:32]=[CH:31][CH:30]=[CH:29][N:28]=3)[N:14]=2)[CH2:12][CH2:11][O:10][CH2:9][CH2:8]1.[OH2:33]. Product: [C:21]1([S:20]([CH2:19][C:17]2[CH:18]=[C:13]([N:7]3[CH2:8][CH2:9][O:10][CH2:11][CH2:12]3)[N:14]=[C:15]([C:27]3[CH:32]=[CH:31][CH:30]=[CH:29][N:28]=3)[N:16]=2)(=[O:1])=[O:33])[CH:26]=[CH:25][CH:24]=[CH:23][CH:22]=1. The catalyst class is: 8.